Dataset: Reaction yield outcomes from USPTO patents with 853,638 reactions. Task: Predict the reaction yield, written as a fraction of the theoretical maximum amount of product (1.0 means a 100% yield; for example, 0.34 means a 34% yield). (1) The reactants are [CH3:1][S:2](Cl)(=[O:4])=[O:3].[Cl:6][C:7]1[N:12]=[C:11]([C:13]2[S:17][C:16]([N:18]3[CH2:23][CH2:22][NH:21][CH2:20][CH2:19]3)=[N:15][C:14]=2[C:24]2[C:25]([F:42])=[C:26]([NH:30][S:31]([C:34]3[CH:39]=[C:38]([F:40])[CH:37]=[CH:36][C:35]=3[F:41])(=[O:33])=[O:32])[CH:27]=[CH:28][CH:29]=2)[CH:10]=[CH:9][N:8]=1. The catalyst is C(Cl)Cl. The product is [Cl:6][C:7]1[N:12]=[C:11]([C:13]2[S:17][C:16]([N:18]3[CH2:23][CH2:22][N:21]([S:2]([CH3:1])(=[O:4])=[O:3])[CH2:20][CH2:19]3)=[N:15][C:14]=2[C:24]2[C:25]([F:42])=[C:26]([NH:30][S:31]([C:34]3[CH:39]=[C:38]([F:40])[CH:37]=[CH:36][C:35]=3[F:41])(=[O:33])=[O:32])[CH:27]=[CH:28][CH:29]=2)[CH:10]=[CH:9][N:8]=1. The yield is 0.300. (2) The reactants are Cl[C:2]1[C:7]([C:8]#[N:9])=[CH:6][N:5]=[CH:4][C:3]=1[I:10].[NH2:11][C:12]1[C:13]([CH3:21])=[C:14]2[C:18](=[CH:19][CH:20]=1)[NH:17][CH:16]=[CH:15]2. The catalyst is CCO.[O-]S([O-])(=O)=O.[Na+].[Na+]. The product is [I:10][C:3]1[CH:4]=[N:5][CH:6]=[C:7]([C:2]=1[NH:11][C:12]1[C:13]([CH3:21])=[C:14]2[C:18](=[CH:19][CH:20]=1)[NH:17][CH:16]=[CH:15]2)[C:8]#[N:9]. The yield is 0.750. (3) The reactants are [C:1]([O:5][C:6]([N:8]1[C:17]2[C:12](=[CH:13][CH:14]=[C:15]([CH2:18][C:19](OCC)=[O:20])[N:16]=2)[CH2:11][CH2:10][CH2:9]1)=[O:7])([CH3:4])([CH3:3])[CH3:2].[BH4-].[Li+].[Cl-].[NH4+]. The catalyst is O1CCCC1. The product is [C:1]([O:5][C:6]([N:8]1[C:17]2[C:12](=[CH:13][CH:14]=[C:15]([CH2:18][CH2:19][OH:20])[N:16]=2)[CH2:11][CH2:10][CH2:9]1)=[O:7])([CH3:4])([CH3:3])[CH3:2]. The yield is 0.490. (4) The reactants are P(Cl)(Cl)(Cl)=O.[CH3:6][C:7]1[NH:8][CH:9]=[C:10]([CH3:21])[C:11]=1[C:12]1[CH:20]=[CH:19][C:15](C(O)=O)=[CH:14][CH:13]=1.[OH-].[K+].Cl.[C:25]([O:28]CC)(=[O:27])C.CCCCCC.[C:37](O)(=[O:39])C. The catalyst is ClCCl.O.CN(C)C=O. The product is [CH:37]([C:9]1[NH:8][C:7]([CH3:6])=[C:11]([C:12]2[CH:13]=[C:14]([CH:15]=[CH:19][CH:20]=2)[C:25]([OH:28])=[O:27])[C:10]=1[CH3:21])=[O:39]. The yield is 0.500.